Dataset: Forward reaction prediction with 1.9M reactions from USPTO patents (1976-2016). Task: Predict the product of the given reaction. (1) The product is: [Cl:20][C:17]1[CH:18]=[CH:19][C:14]([CH:13]2[CH:9]([NH:7][CH3:6])[CH2:10][N:11]([C:21]([C:22]3[CH:23]=[CH:24][CH:25]=[CH:26][CH:27]=3)=[O:28])[CH2:12]2)=[CH:15][CH:16]=1. Given the reactants C(O[C:6](=O)[N:7]([CH:9]1[CH:13]([C:14]2[CH:19]=[CH:18][C:17]([Cl:20])=[CH:16][CH:15]=2)[CH2:12][N:11]([C:21](=[O:28])[C:22]2[CH:27]=[CH:26][CH:25]=[CH:24][CH:23]=2)[CH2:10]1)C)(C)(C)C.C(O)(C(F)(F)F)=O.C([O-])(O)=O.[Na+], predict the reaction product. (2) Given the reactants [CH2:1]([O:3][C:4](=[O:18])[CH:5]=[CH:6][C:7]1[C:11]2[CH:12]=[C:13]([CH:16]=O)[CH:14]=[CH:15][C:10]=2[O:9][CH:8]=1)[CH3:2].[S:19]1[CH2:23][C:22](=[O:24])[NH:21][C:20]1=[O:25], predict the reaction product. The product is: [CH2:1]([O:3][C:4](=[O:18])[CH:5]=[CH:6][C:7]1[C:11]2[CH:12]=[C:13]([CH:16]=[C:23]3[S:19][C:20](=[O:25])[NH:21][C:22]3=[O:24])[CH:14]=[CH:15][C:10]=2[O:9][CH:8]=1)[CH3:2]. (3) Given the reactants [CH3:1][O:2][C:3]1[N:8]=[CH:7][C:6]([NH2:9])=[CH:5][CH:4]=1.[S-:10][C:11]#[N:12].[K+].BrBr, predict the reaction product. The product is: [CH3:1][O:2][C:3]1[N:8]=[C:7]2[S:10][C:11]([NH2:12])=[N:9][C:6]2=[CH:5][CH:4]=1. (4) Given the reactants [N:1]1[CH:6]=[CH:5][CH:4]=[C:3]([N:7]2[CH:11]=[C:10]([C:12]3[CH:21]=[CH:20][C:19]4[CH2:18][CH2:17][CH2:16][C:15](=[O:22])[C:14]=4[N:13]=3)[CH:9]=[N:8]2)[CH:2]=1.[C:23](OCC)(=[O:29])[C:24]([O:26][CH2:27][CH3:28])=[O:25].[O-]CC.[Na+], predict the reaction product. The product is: [O:29]=[C:23]([CH:16]1[C:15](=[O:22])[C:14]2[N:13]=[C:12]([C:10]3[CH:9]=[N:8][N:7]([C:3]4[CH:2]=[N:1][CH:6]=[CH:5][CH:4]=4)[CH:11]=3)[CH:21]=[CH:20][C:19]=2[CH2:18][CH2:17]1)[C:24]([O:26][CH2:27][CH3:28])=[O:25].